This data is from CYP2C19 inhibition data for predicting drug metabolism from PubChem BioAssay. The task is: Regression/Classification. Given a drug SMILES string, predict its absorption, distribution, metabolism, or excretion properties. Task type varies by dataset: regression for continuous measurements (e.g., permeability, clearance, half-life) or binary classification for categorical outcomes (e.g., BBB penetration, CYP inhibition). Dataset: cyp2c19_veith. (1) The drug is CN(C)c1ncc2nc(-c3ccc(Cl)cc3)c(=O)n(C3CC3)c2n1. The result is 0 (non-inhibitor). (2) The molecule is Fc1ccc(Cn2c(SCc3ccc(F)c(C(F)(F)F)c3)nnc2C(F)(F)F)cc1. The result is 1 (inhibitor). (3) The compound is Cl.O=C1c2cccc3cccc(c23)C(=O)N1CC1CCN(CC(O)COc2ccc3ccccc3c2)CC1. The result is 1 (inhibitor). (4) The drug is CCOC(=O)c1nn(-c2ccccc2)c(-c2ccccc2)c1C(=O)c1ccccc1. The result is 1 (inhibitor). (5) The compound is COc1ccc2[nH]cc(CCNc3ccnc(-c4ccccc4Cl)n3)c2c1. The result is 1 (inhibitor). (6) The compound is CCn1c(COc2ccc(C)cc2)nnc1SCc1ccc(C#N)cc1. The result is 1 (inhibitor).